From a dataset of Orexin1 receptor HTS with 218,158 compounds and 233 confirmed actives. Binary Classification. Given a drug SMILES string, predict its activity (active/inactive) in a high-throughput screening assay against a specified biological target. The molecule is S(C1CC(=O)N(C1=O)c1ccc(cc1)C)c1nc(ccn1)C. The result is 0 (inactive).